Task: Predict the reaction yield, written as a fraction of the theoretical maximum amount of product (1.0 means a 100% yield; for example, 0.34 means a 34% yield).. Dataset: Reaction yield outcomes from USPTO patents with 853,638 reactions (1) The reactants are [O:1]1[CH:5]=[CH:4][CH:3]=[C:2]1[C:6]([NH:8][C:9]1[CH:10]=[C:11]([C:15]2[C:23]3[C:18](=[CH:19][CH:20]=[C:21]([C:24]([NH2:26])=[O:25])[CH:22]=3)[N:17](C3CCCCO3)[N:16]=2)[CH:12]=[CH:13][CH:14]=1)=[O:7]. The catalyst is C1(C)C=CC=CC=1. The product is [O:1]1[CH:5]=[CH:4][CH:3]=[C:2]1[C:6]([NH:8][C:9]1[CH:10]=[C:11]([C:15]2[C:23]3[C:18](=[CH:19][CH:20]=[C:21]([C:24]([NH2:26])=[O:25])[CH:22]=3)[NH:17][N:16]=2)[CH:12]=[CH:13][CH:14]=1)=[O:7]. The yield is 0.540. (2) The reactants are Cl.[CH3:2][O:3][C:4]([C@H:6]1[CH2:11][NH:10][CH2:9][C:8](=[O:12])[N:7]1[CH2:13][CH:14]1[CH2:19][CH2:18][N:17]([C:20]2[CH:25]=[CH:24][C:23](=[O:26])[N:22]([CH3:27])[N:21]=2)[CH2:16][CH2:15]1)=[O:5].N1C=CC=CC=1.[C:34]1([S:40]([N:43]2[C:51]3[C:46](=[CH:47][CH:48]=[C:49]([S:52](Cl)(=[O:54])=[O:53])[CH:50]=3)[C:45]([Cl:56])=[CH:44]2)(=[O:42])=[O:41])[CH:39]=[CH:38][CH:37]=[CH:36][CH:35]=1. The catalyst is ClCCl.CN(C)C=O.ClCCl. The product is [CH3:2][O:3][C:4]([C@H:6]1[CH2:11][N:10]([S:52]([C:49]2[CH:50]=[C:51]3[C:46]([C:45]([Cl:56])=[CH:44][N:43]3[S:40]([C:34]3[CH:39]=[CH:38][CH:37]=[CH:36][CH:35]=3)(=[O:42])=[O:41])=[CH:47][CH:48]=2)(=[O:53])=[O:54])[CH2:9][C:8](=[O:12])[N:7]1[CH2:13][CH:14]1[CH2:19][CH2:18][N:17]([C:20]2[CH:25]=[CH:24][C:23](=[O:26])[N:22]([CH3:27])[N:21]=2)[CH2:16][CH2:15]1)=[O:5]. The yield is 0.450. (3) The reactants are [F:1][C:2]1[CH:10]=[CH:9][C:8]([CH:11]=[O:12])=[CH:7][C:3]=1[C:4]([OH:6])=O.S(Cl)(Cl)=O.[F:17][C:18]1[CH:19]=[C:20]([CH:51]=[C:52]([F:54])[CH:53]=1)[CH2:21][C:22]1[CH:23]=[C:24]2[C:28](=[CH:29][CH:30]=1)[N:27]([C:31]([C:44]1[CH:49]=[CH:48][CH:47]=[CH:46][CH:45]=1)([C:38]1[CH:43]=[CH:42][CH:41]=[CH:40][CH:39]=1)[C:32]1[CH:37]=[CH:36][CH:35]=[CH:34][CH:33]=1)[N:26]=[C:25]2[NH2:50].CCN(C(C)C)C(C)C. The catalyst is C1(C)C=CC=CC=1.C1COCC1. The product is [F:17][C:18]1[CH:19]=[C:20]([CH:51]=[C:52]([F:54])[CH:53]=1)[CH2:21][C:22]1[CH:23]=[C:24]2[C:28](=[CH:29][CH:30]=1)[N:27]([C:31]([C:44]1[CH:45]=[CH:46][CH:47]=[CH:48][CH:49]=1)([C:32]1[CH:37]=[CH:36][CH:35]=[CH:34][CH:33]=1)[C:38]1[CH:39]=[CH:40][CH:41]=[CH:42][CH:43]=1)[N:26]=[C:25]2[NH:50][C:4](=[O:6])[C:3]1[CH:7]=[C:8]([CH:11]=[O:12])[CH:9]=[CH:10][C:2]=1[F:1]. The yield is 0.790. (4) The reactants are O=[C:2]1[NH:7][CH:6]=[N:5][CH:4]=[C:3]1[CH2:8][C:9]([O:11][CH2:12][CH3:13])=[O:10].O=P(Cl)(Cl)[Cl:16]. The catalyst is O. The product is [Cl:16][C:2]1[C:3]([CH2:8][C:9]([O:11][CH2:12][CH3:13])=[O:10])=[CH:4][N:5]=[CH:6][N:7]=1. The yield is 0.930. (5) The reactants are [F:1][C:2]1[CH:53]=[CH:52][C:5]([C:6](/[N:8]=[C:9]2\[NH:10][C:11]3[CH:40]=[CH:39][C:38]([CH2:41][N:42]4[CH2:47][CH2:46][CH:45]([C:48]([OH:51])([CH3:50])[CH3:49])[CH2:44][CH2:43]4)=[CH:37][C:12]=3[N:13]\2[C@@H:14]2[CH2:19][CH2:18][C@H:17]([C:20]([N:22]3[CH:27]4[CH2:28][CH2:29][CH:23]3[CH2:24][N:25](C(OC(C)(C)C)=O)[CH2:26]4)=[O:21])[CH2:16][CH2:15]2)=[O:7])=[CH:4][CH:3]=1.[ClH:54].O1CCOCC1. The catalyst is C(Cl)Cl. The product is [ClH:54].[ClH:54].[CH:23]12[N:22]([C:20]([C@@H:17]3[CH2:18][CH2:19][C@H:14]([N:13]4[C:12]5[CH:37]=[C:38]([CH2:41][N:42]6[CH2:43][CH2:44][CH:45]([C:48]([OH:51])([CH3:50])[CH3:49])[CH2:46][CH2:47]6)[CH:39]=[CH:40][C:11]=5[NH:10]/[C:9]/4=[N:8]\[C:6](=[O:7])[C:5]4[CH:52]=[CH:53][C:2]([F:1])=[CH:3][CH:4]=4)[CH2:15][CH2:16]3)=[O:21])[CH:27]([CH2:28][CH2:29]1)[CH2:26][NH:25][CH2:24]2. The yield is 1.01. (6) The reactants are [I-].[Li+].[CH3:3][C:4]1([CH3:33])[S:9][CH2:8][CH2:7][N:6]([S:10]([C:13]2[CH:18]=[CH:17][C:16]([O:19][CH2:20][C:21]#[C:22][C:23]3[CH:28]=[CH:27][CH:26]=[CH:25][CH:24]=3)=[CH:15][CH:14]=2)(=[O:12])=[O:11])[C@H:5]1[C:29]([O:31]C)=[O:30]. No catalyst specified. The product is [CH3:3][C:4]1([CH3:33])[S:9][CH2:8][CH2:7][N:6]([S:10]([C:13]2[CH:14]=[CH:15][C:16]([O:19][CH2:20][C:21]#[C:22][C:23]3[CH:28]=[CH:27][CH:26]=[CH:25][CH:24]=3)=[CH:17][CH:18]=2)(=[O:11])=[O:12])[C@H:5]1[C:29]([OH:31])=[O:30]. The yield is 0.790. (7) The reactants are [C:1]([O:5][C:6](=[O:32])[NH:7][C:8]1[S:9][C:10]2[CH:16]=[C:15]([CH2:17][C:18]3[CH:23]=[CH:22][C:21]([NH2:24])=[CH:20][CH:19]=3)[CH:14]=[C:13]([C:25]3[CH:30]=[CH:29][CH:28]=[C:27]([Cl:31])[CH:26]=3)[C:11]=2[N:12]=1)([CH3:4])([CH3:3])[CH3:2].[O:33]([C:35]#[N:36])[Na]. The catalyst is CC(O)=O.O. The product is [C:1]([O:5][C:6](=[O:32])[NH:7][C:8]1[S:9][C:10]2[CH:16]=[C:15]([CH2:17][C:18]3[CH:23]=[CH:22][C:21]([NH:24][C:35]([NH2:36])=[O:33])=[CH:20][CH:19]=3)[CH:14]=[C:13]([C:25]3[CH:30]=[CH:29][CH:28]=[C:27]([Cl:31])[CH:26]=3)[C:11]=2[N:12]=1)([CH3:4])([CH3:2])[CH3:3]. The yield is 0.590. (8) The reactants are [NH2:1][C@@H:2]([C:31]([CH3:34])([CH3:33])[CH3:32])[C:3]([N:5]1[C@H:14]([C:15]([NH:17][C@H:18]2[C:27]3[C:22](=[CH:23][CH:24]=[CH:25][CH:26]=3)[CH2:21][CH2:20][CH2:19]2)=[O:16])[CH2:13][C:12]2[C:7](=[CH:8][C:9]([N+:28]([O-:30])=[O:29])=[CH:10][CH:11]=2)[CH2:6]1)=[O:4].[C:35]([O:39][C:40]([N:42]([CH3:48])[C@@H:43]([CH3:47])[C:44](O)=[O:45])=[O:41])([CH3:38])([CH3:37])[CH3:36]. No catalyst specified. The product is [CH3:32][C:31]([CH3:34])([CH3:33])[C@H:2]([NH:1][C:44](=[O:45])[C@@H:43]([N:42]([CH3:48])[C:40](=[O:41])[O:39][C:35]([CH3:36])([CH3:38])[CH3:37])[CH3:47])[C:3]([N:5]1[C@H:14]([C:15](=[O:16])[NH:17][C@H:18]2[C:27]3[C:22](=[CH:23][CH:24]=[CH:25][CH:26]=3)[CH2:21][CH2:20][CH2:19]2)[CH2:13][C:12]2[C:7](=[CH:8][C:9]([N+:28]([O-:30])=[O:29])=[CH:10][CH:11]=2)[CH2:6]1)=[O:4]. The yield is 0.970. (9) The reactants are [F:1][C:2]([F:41])([F:40])[C:3]1[CH:4]=[C:5]([CH:33]=[C:34]([C:36]([F:39])([F:38])[F:37])[CH:35]=1)[CH2:6][N:7]([CH2:14][C:15]1[CH:20]=[C:19]([C:21]([F:24])([F:23])[F:22])[CH:18]=[CH:17][C:16]=1[C@H:25]([CH:27]1[CH2:32][CH2:31][CH2:30][CH2:29][CH2:28]1)[OH:26])[C:8]1[N:9]=[N:10][N:11]([CH3:13])[N:12]=1.[H-].[Na+].[CH3:44]I.O. The catalyst is C1COCC1. The product is [F:41][C:2]([F:1])([F:40])[C:3]1[CH:4]=[C:5]([CH:33]=[C:34]([C:36]([F:37])([F:38])[F:39])[CH:35]=1)[CH2:6][N:7]([CH2:14][C:15]1[CH:20]=[C:19]([C:21]([F:24])([F:23])[F:22])[CH:18]=[CH:17][C:16]=1[C@H:25]([CH:27]1[CH2:32][CH2:31][CH2:30][CH2:29][CH2:28]1)[O:26][CH3:44])[C:8]1[N:9]=[N:10][N:11]([CH3:13])[N:12]=1. The yield is 0.960. (10) The reactants are [N:1]1[NH:2][C:3]2[C:12]3[C:11]=1[CH2:10][CH2:9][S:8][C:7]=3[N:6]=[C:5]([NH2:13])[N:4]=2.Cl.Cl[CH2:16][C:17]1[CH:26]=[CH:25][C:24]2[C:19](=[CH:20][CH:21]=[CH:22][CH:23]=2)[N:18]=1.C(=O)([O-])[O-].[K+].[K+]. The catalyst is CN(C)C=O. The product is [N:18]1[C:19]2[C:24](=[CH:23][CH:22]=[CH:21][CH:20]=2)[CH:25]=[CH:26][C:17]=1[CH2:16][N:2]1[C:3]2[C:12]3[C:11]([CH2:10][CH2:9][S:8][C:7]=3[N:6]=[C:5]([NH2:13])[N:4]=2)=[N:1]1. The yield is 0.350.